This data is from Catalyst prediction with 721,799 reactions and 888 catalyst types from USPTO. The task is: Predict which catalyst facilitates the given reaction. (1) The catalyst class is: 173. Reactant: [C:1]([C:5]1[CH:6]=[C:7]([CH:11]=[C:12]([C:14]([O:16][CH3:17])=[O:15])[CH:13]=1)[C:8]([OH:10])=O)([CH3:4])([CH3:3])[CH3:2].CN(C(ON1N=NC2C=CC=NC1=2)=[N+](C)C)C.F[P-](F)(F)(F)(F)F.[NH2:42][CH2:43][CH2:44][C:45]#[N:46].CCN(C(C)C)C(C)C. Product: [C:1]([C:5]1[CH:13]=[C:12]([CH:11]=[C:7]([C:8](=[O:10])[NH:46][CH2:45][CH2:44][C:43]#[N:42])[CH:6]=1)[C:14]([O:16][CH3:17])=[O:15])([CH3:2])([CH3:3])[CH3:4]. (2) Reactant: [Cl:1][C:2]1[C:3]2[CH:15]=[CH:14][S:13][C:4]=2[N:5]=[C:6]([C:8]([O:10]CC)=O)[N:7]=1.[F:16][C:17]1[CH:22]=[CH:21][C:20]([Mg]Br)=[CH:19][CH:18]=1.CCOCC.Cl. Product: [Cl:1][C:2]1[C:3]2[CH:15]=[CH:14][S:13][C:4]=2[N:5]=[C:6]([C:8]([C:20]2[CH:21]=[CH:22][C:17]([F:16])=[CH:18][CH:19]=2)=[O:10])[N:7]=1. The catalyst class is: 1. (3) Reactant: [C:1]1([C:7]2[CH:8]=[C:9]([CH:14]=[CH:15][N:16]=2)[C:10]([O:12][CH3:13])=[O:11])[CH:6]=[CH:5][CH:4]=[CH:3][CH:2]=1.[ClH:17]. Product: [ClH:17].[CH:1]1([CH:7]2[CH2:8][CH:9]([C:10]([O:12][CH3:13])=[O:11])[CH2:14][CH2:15][NH:16]2)[CH2:2][CH2:3][CH2:4][CH2:5][CH2:6]1. The catalyst class is: 603. (4) Reactant: [F:1][C:2]1[CH:7]=[CH:6][C:5]([N:8]2[C:12]3[CH:13]=[C:14]4[C@:19]([CH2:21][OH:22])([CH2:20][C:11]=3[CH:10]=[N:9]2)[CH2:18][N:17]([S:23]([C:26]2[CH:27]=[C:28]([CH3:32])[CH:29]=[CH:30][CH:31]=2)(=[O:25])=[O:24])[CH2:16][CH2:15]4)=[CH:4][CH:3]=1.CC(OI1(OC(C)=O)(OC(C)=O)OC(=O)C2C=CC=CC1=2)=O.C(=O)([O-])O.[Na+]. Product: [F:1][C:2]1[CH:7]=[CH:6][C:5]([N:8]2[C:12]3[CH:13]=[C:14]4[C@:19]([CH:21]=[O:22])([CH2:20][C:11]=3[CH:10]=[N:9]2)[CH2:18][N:17]([S:23]([C:26]2[CH:27]=[C:28]([CH3:32])[CH:29]=[CH:30][CH:31]=2)(=[O:25])=[O:24])[CH2:16][CH2:15]4)=[CH:4][CH:3]=1. The catalyst class is: 4.